From a dataset of Peptide-MHC class II binding affinity with 134,281 pairs from IEDB. Regression. Given a peptide amino acid sequence and an MHC pseudo amino acid sequence, predict their binding affinity value. This is MHC class II binding data. (1) The peptide sequence is MTEQQWNFAGIEAAA. The MHC is DRB1_0401 with pseudo-sequence DRB1_0401. The binding affinity (normalized) is 0.465. (2) The peptide sequence is GGIVNAQNAQLSNCS. The MHC is HLA-DQA10101-DQB10501 with pseudo-sequence HLA-DQA10101-DQB10501. The binding affinity (normalized) is 0. (3) The peptide sequence is TSAVGAPTGATTAAA. The MHC is HLA-DPA10301-DPB10402 with pseudo-sequence HLA-DPA10301-DPB10402. The binding affinity (normalized) is 0.172. (4) The peptide sequence is KDKFLANVSTVLTGK. The MHC is DRB1_0701 with pseudo-sequence DRB1_0701. The binding affinity (normalized) is 0.780.